Dataset: NCI-60 drug combinations with 297,098 pairs across 59 cell lines. Task: Regression. Given two drug SMILES strings and cell line genomic features, predict the synergy score measuring deviation from expected non-interaction effect. Drug 1: CC1=CC=C(C=C1)C2=CC(=NN2C3=CC=C(C=C3)S(=O)(=O)N)C(F)(F)F. Drug 2: C1=NC2=C(N=C(N=C2N1C3C(C(C(O3)CO)O)O)F)N. Cell line: HCT116. Synergy scores: CSS=9.87, Synergy_ZIP=-4.45, Synergy_Bliss=5.77, Synergy_Loewe=-15.5, Synergy_HSA=-5.99.